Dataset: Reaction yield outcomes from USPTO patents with 853,638 reactions. Task: Predict the reaction yield, written as a fraction of the theoretical maximum amount of product (1.0 means a 100% yield; for example, 0.34 means a 34% yield). (1) The reactants are Br.Br[C:3]1[C:7]([C:8]2[CH:13]=[CH:12][CH:11]=[CH:10][N:9]=2)=[N:6][NH:5][C:4]=1[NH2:14].[C:15]([N:23]=[C:24]=[S:25])(=[O:22])[C:16]1[CH:21]=[CH:20][CH:19]=[CH:18][CH:17]=1.N1C=CC=CC=1.O1CCOCC1. The catalyst is O.CS(C)=O. The product is [N:9]1[CH:10]=[CH:11][CH:12]=[CH:13][C:8]=1[C:7]1[C:3]2[S:25][C:24]([NH:23][C:15](=[O:22])[C:16]3[CH:17]=[CH:18][CH:19]=[CH:20][CH:21]=3)=[N:14][C:4]=2[NH:5][N:6]=1. The yield is 0.630. (2) The reactants are C(C1C([N+]([O-])=O)=CC(CC)=[C:8]([N:10]2[C:15](=[O:16])[CH:14]=[CH:13][CH:12]=[N:11]2)[CH:9]=1)(=O)C.[NH2:22][C:23]1[CH:32]=[CH:31][C:30]([F:33])=[C:29]2[C:24]=1[CH:25]=[CH:26][CH:27]=[N:28]2.[CH2:34]([OH:36])[CH3:35]. No catalyst specified. The product is [C:34]([C:13]1[C:12]([C:23]2[CH:32]=[CH:31][CH:30]=[CH:29][CH:24]=2)=[N:11][N:10]([CH2:8][CH3:9])[C:15](=[O:16])[C:14]=1[NH:22][C:23]1[CH:32]=[CH:31][C:30]([F:33])=[C:29]2[C:24]=1[CH:25]=[CH:26][CH:27]=[N:28]2)(=[O:36])[CH3:35]. The yield is 0.667.